This data is from Full USPTO retrosynthesis dataset with 1.9M reactions from patents (1976-2016). The task is: Predict the reactants needed to synthesize the given product. (1) Given the product [Cl:1][C:2]1[C:11]([N+:12]([O-:14])=[O:13])=[C:10]([NH:33][C:32]2[CH:34]=[CH:35][C:29]([O:28][CH3:27])=[CH:30][CH:31]=2)[C:9]2[C:4](=[CH:5][C:6]([C:16]([F:19])([F:18])[F:17])=[CH:7][CH:8]=2)[N:3]=1, predict the reactants needed to synthesize it. The reactants are: [Cl:1][C:2]1[C:11]([N+:12]([O-:14])=[O:13])=[C:10](Cl)[C:9]2[C:4](=[CH:5][C:6]([C:16]([F:19])([F:18])[F:17])=[CH:7][CH:8]=2)[N:3]=1.C(N(CC)CC)C.[CH3:27][O:28][C:29]1[CH:35]=[CH:34][C:32]([NH2:33])=[CH:31][CH:30]=1. (2) The reactants are: [OH:1][C@H:2]1[C@@H:5]([C:6]2[CH:11]=[CH:10][CH:9]=[CH:8][CH:7]=2)[NH:4][C:3]1=[O:12].[CH3:13][O:14][C:15](=[CH2:17])[CH3:16].C(N(CC)CC)C.[C:25]([O:29][C:30](O[C:30]([O:29][C:25]([CH3:28])([CH3:27])[CH3:26])=[O:31])=[O:31])([CH3:28])([CH3:27])[CH3:26]. Given the product [C:25]([O:29][C:30]([N:4]1[C@H:5]([C:6]2[CH:11]=[CH:10][CH:9]=[CH:8][CH:7]=2)[C@H:2]([O:1][C:15]([O:14][CH3:13])([CH3:17])[CH3:16])[C:3]1=[O:12])=[O:31])([CH3:27])([CH3:28])[CH3:26], predict the reactants needed to synthesize it. (3) Given the product [NH2:1][C:2]1[N:6]([CH:7]2[CH2:12][CH2:11][S:10][CH2:9][CH2:8]2)[N:5]=[C:4]([CH2:13][CH3:14])[C:3]=1[C:15]([OH:17])=[O:16], predict the reactants needed to synthesize it. The reactants are: [NH2:1][C:2]1[N:6]([CH:7]2[CH2:12][CH2:11][S:10][CH2:9][CH2:8]2)[N:5]=[C:4]([CH2:13][CH3:14])[C:3]=1[C:15]([O:17]CC)=[O:16].[OH-].[Li+].O. (4) Given the product [CH2:1]([O:8][C:9]([NH:11][C@:12]1([C:24]([O:26][CH3:27])=[O:25])[CH2:16][CH2:15][C@@H:14]([C:17]2[CH:22]=[CH:21][C:20]([CH:28]=[CH2:29])=[CH:19][CH:18]=2)[CH2:13]1)=[O:10])[C:2]1[CH:7]=[CH:6][CH:5]=[CH:4][CH:3]=1, predict the reactants needed to synthesize it. The reactants are: [CH2:1]([O:8][C:9]([NH:11][C@:12]1([C:24]([O:26][CH3:27])=[O:25])[CH2:16][CH2:15][C@@H:14]([C:17]2[CH:22]=[CH:21][C:20](Br)=[CH:19][CH:18]=2)[CH2:13]1)=[O:10])[C:2]1[CH:7]=[CH:6][CH:5]=[CH:4][CH:3]=1.[CH3:28][C:29]1(C)C(C)(C)OB(C=C)O1.C([O-])([O-])=O.[Cs+].[Cs+].